From a dataset of Peptide-MHC class I binding affinity with 185,985 pairs from IEDB/IMGT. Regression. Given a peptide amino acid sequence and an MHC pseudo amino acid sequence, predict their binding affinity value. This is MHC class I binding data. (1) The peptide sequence is MTMPLSCTK. The MHC is BoLA-T2a with pseudo-sequence BoLA-T2a. The binding affinity (normalized) is 0.405. (2) The peptide sequence is VDRFYKTLRA. The MHC is HLA-A02:01 with pseudo-sequence HLA-A02:01. The binding affinity (normalized) is 0. (3) The peptide sequence is AATKRYPGVM. The MHC is HLA-A02:02 with pseudo-sequence HLA-A02:02. The binding affinity (normalized) is 0.0841. (4) The peptide sequence is DVTTFLSM. The MHC is H-2-Kb with pseudo-sequence H-2-Kb. The binding affinity (normalized) is 0.273.